This data is from Catalyst prediction with 721,799 reactions and 888 catalyst types from USPTO. The task is: Predict which catalyst facilitates the given reaction. (1) Reactant: [C:1]([N:4]1[C:13]2[N:12]=[CH:11][C:10]([C:14]3[CH:15]=[C:16]([CH2:20][C:21](O)=[O:22])[CH:17]=[N:18][CH:19]=3)=[CH:9][C:8]=2[CH2:7][CH2:6][CH2:5]1)(=[O:3])[NH2:2].C(N1C=CN=C1)(N1C=CN=C1)=O.Cl.[F:37][C:38]1([F:44])[CH2:43][CH2:42][NH:41][CH2:40][CH2:39]1.C(N(CC)C(C)C)(C)C. Product: [F:37][C:38]1([F:44])[CH2:43][CH2:42][N:41]([C:21](=[O:22])[CH2:20][C:16]2[CH:15]=[C:14]([C:10]3[CH:9]=[C:8]4[C:13](=[N:12][CH:11]=3)[N:4]([C:1]([NH2:2])=[O:3])[CH2:5][CH2:6][CH2:7]4)[CH:19]=[N:18][CH:17]=2)[CH2:40][CH2:39]1. The catalyst class is: 18. (2) Reactant: [CH2:1]([O:3][C:4](=[O:17])[C:5]1[CH:10]=[C:9]([C:11]([F:14])([F:13])[F:12])[C:8](Cl)=[CH:7][C:6]=1[NH2:16])[CH3:2].[CH:18]([B-](F)(F)F)=[CH2:19].[K+].C(=O)([O-])[O-].[K+].[K+].C(OCC)(=O)C. Product: [CH2:1]([O:3][C:4](=[O:17])[C:5]1[CH:10]=[C:9]([C:11]([F:14])([F:13])[F:12])[C:8]([CH:18]=[CH2:19])=[CH:7][C:6]=1[NH2:16])[CH3:2]. The catalyst class is: 164.